This data is from Reaction yield outcomes from USPTO patents with 853,638 reactions. The task is: Predict the reaction yield, written as a fraction of the theoretical maximum amount of product (1.0 means a 100% yield; for example, 0.34 means a 34% yield). The reactants are C(O[CH:5]([C:11]1[CH:20]=[CH:19][CH:18]=[C:17]2[C:12]=1[CH:13]=[CH:14][N:15]=[CH:16]2)[C:6]([O:8][CH2:9][CH3:10])=[O:7])(=O)C. The catalyst is C(O)C. The yield is 0.670. The product is [CH:16]1[C:17]2[C:12](=[C:11]([CH2:5][C:6]([O:8][CH2:9][CH3:10])=[O:7])[CH:20]=[CH:19][CH:18]=2)[CH:13]=[CH:14][N:15]=1.